This data is from Forward reaction prediction with 1.9M reactions from USPTO patents (1976-2016). The task is: Predict the product of the given reaction. (1) Given the reactants F[C:2](F)(F)C(O)=O.C1C=CC2N(O)N=NC=2C=1.CCN(C(C)C)C(C)C.[C:27]([O:31][C:32]([NH:34][C@@H:35]([C@@H:39]([O:41][CH3:42])[CH3:40])[C:36]([OH:38])=[O:37])=[O:33])([CH3:30])([CH3:29])[CH3:28].C(OC(N[C@@H]([C@@H](O)C)C(OC)=O)=O)(C)(C)C.CI, predict the reaction product. The product is: [C:27]([O:31][C:32]([NH:34][C@@H:35]([C@@H:39]([O:41][CH3:42])[CH3:40])[C:36]([O:38][CH3:2])=[O:37])=[O:33])([CH3:29])([CH3:30])[CH3:28]. (2) Given the reactants [C:1]([C:3]1[CH:4]=[C:5]2[C:10](=[CH:11][CH:12]=1)[N:9]=[C:8]([CH2:13][CH:14]([CH3:16])[CH3:15])[C:7]([CH2:17][NH:18][C:19](=[O:25])[O:20][C:21]([CH3:24])([CH3:23])[CH3:22])=[C:6]2[C:26]1[CH:31]=[CH:30][C:29]([CH3:32])=[CH:28][CH:27]=1)#[N:2].Cl.[NH2:34][OH:35].CC(C)([O-])C.[Na+], predict the reaction product. The product is: [NH2:2]/[C:1](=[N:34]\[OH:35])/[C:3]1[CH:4]=[C:5]2[C:10](=[CH:11][CH:12]=1)[N:9]=[C:8]([CH2:13][CH:14]([CH3:15])[CH3:16])[C:7]([CH2:17][NH:18][C:19](=[O:25])[O:20][C:21]([CH3:24])([CH3:23])[CH3:22])=[C:6]2[C:26]1[CH:31]=[CH:30][C:29]([CH3:32])=[CH:28][CH:27]=1.